Dataset: Full USPTO retrosynthesis dataset with 1.9M reactions from patents (1976-2016). Task: Predict the reactants needed to synthesize the given product. (1) Given the product [F:1][C:2]1[CH:3]=[C:4]([CH:8]2[N:13]([C:14]3[CH:19]=[CH:18][C:17]([O:20][C:21]([F:24])([F:23])[F:22])=[CH:16][CH:15]=3)[C:11](=[O:12])[CH2:10][CH2:9]2)[CH:5]=[CH:6][CH:7]=1, predict the reactants needed to synthesize it. The reactants are: [F:1][C:2]1[CH:3]=[C:4]([CH:8](O)[CH2:9][CH2:10][C:11]([NH:13][C:14]2[CH:19]=[CH:18][C:17]([O:20][C:21]([F:24])([F:23])[F:22])=[CH:16][CH:15]=2)=[O:12])[CH:5]=[CH:6][CH:7]=1.C1(C)C=CC(S(Cl)(=O)=O)=CC=1.CC(C)([O-])C.[K+]. (2) Given the product [F:1][C:2]1[CH:16]=[C:15]([C:17]2[N:21]=[C:20]([C:22]3[CH:27]=[CH:26][C:25]([C:28]4[CH:33]=[CH:32][CH:31]=[CH:30][C:29]=4[CH3:34])=[C:24]([CH2:35][O:36][CH3:37])[CH:23]=3)[O:19][N:18]=2)[CH:14]=[CH:13][C:3]=1[C:4]([NH:6][CH2:7][CH2:8][C:9]([OH:11])=[O:10])=[O:5], predict the reactants needed to synthesize it. The reactants are: [F:1][C:2]1[CH:16]=[C:15]([C:17]2[N:21]=[C:20]([C:22]3[CH:27]=[CH:26][C:25]([C:28]4[CH:33]=[CH:32][CH:31]=[CH:30][C:29]=4[CH3:34])=[C:24]([CH2:35][O:36][CH3:37])[CH:23]=3)[O:19][N:18]=2)[CH:14]=[CH:13][C:3]=1[C:4]([NH:6][CH2:7][CH2:8][C:9]([O:11]C)=[O:10])=[O:5].[OH-].[Na+].CCOC(C)=O. (3) The reactants are: CCCCCC.C([Li])CCC.[C:12]([CH:14]1[CH2:16][CH2:15]1)#[CH:13].Cl[C:18]([O:20][CH3:21])=[O:19].[Cl-].[NH4+]. Given the product [CH:14]1([C:12]#[C:13][C:18]([O:20][CH3:21])=[O:19])[CH2:16][CH2:15]1, predict the reactants needed to synthesize it. (4) The reactants are: [Br:1][C:2]1[CH:7]=[CH:6][C:5]([C:8]2[O:9][C:10]([CH3:16])=[C:11]([CH2:13][C:14]#N)[N:12]=2)=[CH:4][CH:3]=1.COCCO.[OH-:22].[K+].[OH2:24]. Given the product [Br:1][C:2]1[CH:7]=[CH:6][C:5]([C:8]2[O:9][C:10]([CH3:16])=[C:11]([CH2:13][C:14]([OH:24])=[O:22])[N:12]=2)=[CH:4][CH:3]=1, predict the reactants needed to synthesize it. (5) The reactants are: [Cl:1][C:2]1[C:9]([Cl:10])=[CH:8][CH:7]=[C:6]([N+:11]([O-:13])=[O:12])[C:3]=1[CH:4]=[O:5].[BH4-].[Na+].C(O)C.[Cl-].[NH4+]. Given the product [Cl:1][C:2]1[C:9]([Cl:10])=[CH:8][CH:7]=[C:6]([N+:11]([O-:13])=[O:12])[C:3]=1[CH2:4][OH:5], predict the reactants needed to synthesize it. (6) Given the product [F:20][CH2:21][CH2:22][CH:23]1[CH2:28][CH2:27][N:26]([C:2]2[CH:7]=[CH:6][N:5]3[CH:8]=[C:9]([C:11]4[CH:16]=[CH:15][C:14]([O:17][CH3:18])=[CH:13][CH:12]=4)[N:10]=[C:4]3[CH:3]=2)[CH2:25][CH2:24]1, predict the reactants needed to synthesize it. The reactants are: Br[C:2]1[CH:7]=[CH:6][N:5]2[CH:8]=[C:9]([C:11]3[CH:16]=[CH:15][C:14]([O:17][CH3:18])=[CH:13][CH:12]=3)[N:10]=[C:4]2[CH:3]=1.Cl.[F:20][CH2:21][CH2:22][CH:23]1[CH2:28][CH2:27][NH:26][CH2:25][CH2:24]1. (7) Given the product [CH2:8]([O:10][C:11]([C:13]1[N:14]([NH2:4])[C:15]([C:18]([O:20][CH2:21][CH3:22])=[O:19])=[CH:16][CH:17]=1)=[O:12])[CH3:9], predict the reactants needed to synthesize it. The reactants are: [H-].[Na+].C[N:4](C=O)C.[CH2:8]([O:10][C:11]([C:13]1[NH:14][C:15]([C:18]([O:20][CH2:21][CH3:22])=[O:19])=[CH:16][CH:17]=1)=[O:12])[CH3:9].[N+](C1C=C([N+]([O-])=O)C=CC=1ON)([O-])=O. (8) Given the product [Cl:1][C:2]1[C:3]2[N:4]([C:10]([CH:12]3[CH2:20][CH2:19][CH2:18][C:17]4[N:16]([CH3:21])[N:15]=[CH:14][C:13]3=4)=[N:9][CH:8]=2)[CH:5]=[CH:6][N:7]=1, predict the reactants needed to synthesize it. The reactants are: [Cl:1][C:2]1[C:3]([CH2:8][NH:9][C:10]([CH:12]2[CH2:20][CH2:19][CH2:18][C:17]3[N:16]([CH3:21])[N:15]=[CH:14][C:13]2=3)=O)=[N:4][CH:5]=[CH:6][N:7]=1.O=P(Cl)(Cl)Cl.CN(C=O)C.